From a dataset of Forward reaction prediction with 1.9M reactions from USPTO patents (1976-2016). Predict the product of the given reaction. (1) The product is: [Cl:1][C:2]1[CH:3]=[C:4]([CH:24]([CH2:36][CH:32]2[CH2:35][CH2:34][CH2:33]2)[C:25]([O:27][CH2:28][CH3:29])=[O:26])[CH:5]=[C:6]([C:14]2[CH:15]=[CH:16][C:17]([C:20]([F:21])([F:22])[F:23])=[CH:18][CH:19]=2)[C:7]=1[O:8][CH2:9][C:10]([F:13])([F:12])[F:11]. Given the reactants [Cl:1][C:2]1[CH:3]=[C:4]([CH2:24][C:25]([O:27][CH2:28][CH3:29])=[O:26])[CH:5]=[C:6]([C:14]2[CH:19]=[CH:18][C:17]([C:20]([F:23])([F:22])[F:21])=[CH:16][CH:15]=2)[C:7]=1[O:8][CH2:9][C:10]([F:13])([F:12])[F:11].[H-].[Na+].[CH:32]1([CH2:36]Br)[CH2:35][CH2:34][CH2:33]1.[NH4+].[Cl-], predict the reaction product. (2) Given the reactants [Cl:1][C:2]1[CH:10]=[CH:9][C:5]2[NH:6][CH:7]=[N:8][C:4]=2[CH:3]=1.Cl[C:12]([C:25]1[CH:30]=[CH:29][CH:28]=[CH:27][CH:26]=1)([C:19]1[CH:24]=[CH:23][CH:22]=[CH:21][CH:20]=1)[C:13]1[CH:18]=[CH:17][CH:16]=[CH:15][CH:14]=1, predict the reaction product. The product is: [Cl:1][C:2]1[CH:10]=[CH:9][C:5]2[N:6]([C:12]([C:13]3[CH:18]=[CH:17][CH:16]=[CH:15][CH:14]=3)([C:25]3[CH:26]=[CH:27][CH:28]=[CH:29][CH:30]=3)[C:19]3[CH:20]=[CH:21][CH:22]=[CH:23][CH:24]=3)[CH:7]=[N:8][C:4]=2[CH:3]=1.